Predict the reactants needed to synthesize the given product. From a dataset of Full USPTO retrosynthesis dataset with 1.9M reactions from patents (1976-2016). Given the product [CH:20]([O:19][CH:14]([O:15][CH:16]([CH3:17])[CH3:18])[C:5]1[CH:4]=[N:3][C:2]([CH3:1])=[N:7][CH:6]=1)([CH3:21])[CH3:22], predict the reactants needed to synthesize it. The reactants are: [CH3:1][C:2]1[N:7]=[CH:6][C:5](C=O)=[CH:4][N:3]=1.C(O[CH:14]([O:19][CH:20]([CH3:22])[CH3:21])[O:15][CH:16]([CH3:18])[CH3:17])(C)C.CS(O)(=O)=O.C(=O)([O-])[O-].[K+].[K+].